Predict the reactants needed to synthesize the given product. From a dataset of Full USPTO retrosynthesis dataset with 1.9M reactions from patents (1976-2016). (1) Given the product [Cl:1][C:2]1[CH:36]=[CH:35][C:5]([CH2:6][NH:7][C:8]([C:10]2[C:11](=[O:34])[C:12]3[CH:26]=[C:25]([CH2:27][Cl:42])[S:24][C:13]=3[N:14]([CH2:16][CH2:17][N:18]3[CH2:19][CH2:20][O:21][CH2:22][CH2:23]3)[CH:15]=2)=[O:9])=[CH:4][CH:3]=1, predict the reactants needed to synthesize it. The reactants are: [Cl:1][C:2]1[CH:36]=[CH:35][C:5]([CH2:6][NH:7][C:8]([C:10]2[C:11](=[O:34])[C:12]3[CH:26]=[C:25]([CH2:27]N4CCOCC4)[S:24][C:13]=3[N:14]([CH2:16][CH2:17][N:18]3[CH2:23][CH2:22][O:21][CH2:20][CH2:19]3)[CH:15]=2)=[O:9])=[CH:4][CH:3]=1.C(OC([Cl:42])=O)C. (2) Given the product [C:14]1([C@@H:4]2[CH:3]=[C:2]([O:1][S:27]([C:26]([F:39])([F:38])[F:25])(=[O:29])=[O:28])[CH2:6][N:5]2[C:7]([O:9][C:10]([CH3:13])([CH3:12])[CH3:11])=[O:8])[CH:15]=[CH:16][CH:17]=[CH:18][CH:19]=1, predict the reactants needed to synthesize it. The reactants are: [O:1]=[C:2]1[CH2:6][N:5]([C:7]([O:9][C:10]([CH3:13])([CH3:12])[CH3:11])=[O:8])[C@H:4]([C:14]2[CH:19]=[CH:18][CH:17]=[CH:16][CH:15]=2)[CH2:3]1.C1COCC1.[F:25][C:26]([F:39])([F:38])[S:27](N[S:27]([C:26]([F:39])([F:38])[F:25])(=[O:29])=[O:28])(=[O:29])=[O:28]. (3) Given the product [C:26]([O:30][C:31]([N:33]1[CH2:38][CH2:37][CH:36]([N:39]2[CH:43]=[C:42]([C:44]3[CH:45]=[N:46][C:47]([NH2:51])=[C:48]([C:9]4[O:10][C:11]5[CH:16]=[CH:15][CH:14]=[CH:13][C:12]=5[C:8]=4[CH3:7])[CH:49]=3)[CH:41]=[N:40]2)[CH2:35][CH2:34]1)=[O:32])([CH3:29])([CH3:27])[CH3:28], predict the reactants needed to synthesize it. The reactants are: COCCOC.[CH3:7][C:8]1[C:12]2[CH:13]=[CH:14][CH:15]=[CH:16][C:11]=2[O:10][C:9]=1B1OC(C)(C)C(C)(C)O1.[C:26]([O:30][C:31]([N:33]1[CH2:38][CH2:37][CH:36]([N:39]2[CH:43]=[C:42]([C:44]3[CH:45]=[N:46][C:47]([NH2:51])=[C:48](Br)[CH:49]=3)[CH:41]=[N:40]2)[CH2:35][CH2:34]1)=[O:32])([CH3:29])([CH3:28])[CH3:27].C(=O)([O-])[O-].[K+].[K+]. (4) Given the product [O:1]([CH2:8][C:9]1[S:34][C:21]([C:19]2[CH:18]=[CH:17][C:16]3[NH:12][CH:13]=[N:14][C:15]=3[CH:20]=2)=[N:23][N:24]=1)[C:2]1[CH:7]=[CH:6][CH:5]=[CH:4][CH:3]=1, predict the reactants needed to synthesize it. The reactants are: [O:1]([CH2:8][C:9](O)=O)[C:2]1[CH:7]=[CH:6][CH:5]=[CH:4][CH:3]=1.[N:12]1[C:16]2[CH:17]=[CH:18][C:19]([C:21]([NH:23][NH2:24])=O)=[CH:20][C:15]=2[NH:14][CH:13]=1.COC1C=CC(P2(SP(C3C=CC(OC)=CC=3)(=S)S2)=[S:34])=CC=1.O=P(Cl)(Cl)Cl. (5) Given the product [Cl:8][C:6]1[N:5]=[C:4]([CH3:9])[N:3]=[C:2]([C:40]#[N:42])[CH:7]=1, predict the reactants needed to synthesize it. The reactants are: Cl[C:2]1[CH:7]=[C:6]([Cl:8])[N:5]=[C:4]([CH3:9])[N:3]=1.C(P(C(C)(C)C)C1C=CC2C(=CC=CC=2)C1C1C2C(=CC=CC=2)C=CC=1)(C)(C)C.C[C:40]([N:42](C)C)=O. (6) The reactants are: [CH3:1][O:2][C:3]1[CH:12]=[C:11]2[C:6]([CH:7]=[CH:8][CH:9]=[C:10]2[CH2:13][CH2:14][NH:15][C:16](=[O:18])[CH3:17])=[CH:5][CH:4]=1.[Br:19]Br.O. Given the product [Br:19][C:8]1[CH:9]=[C:10]([CH2:13][CH2:14][NH:15][C:16](=[O:18])[CH3:17])[C:11]2[C:6]([CH:7]=1)=[CH:5][CH:4]=[C:3]([O:2][CH3:1])[CH:12]=2, predict the reactants needed to synthesize it. (7) The reactants are: Br[C:2]1[CH:7]=[CH:6][C:5](/[C:8](/[CH3:15])=[CH:9]/[C:10]([O:12][CH2:13][CH3:14])=[O:11])=[CH:4][CH:3]=1.[CH3:16][O:17][C:18]1[CH:23]=[CH:22][C:21]([O:24][CH3:25])=[CH:20][C:19]=1B(O)O. Given the product [CH3:16][O:17][C:18]1[CH:23]=[CH:22][C:21]([O:24][CH3:25])=[CH:20][C:19]=1[C:2]1[CH:7]=[CH:6][C:5](/[C:8](/[CH3:15])=[CH:9]/[C:10]([O:12][CH2:13][CH3:14])=[O:11])=[CH:4][CH:3]=1, predict the reactants needed to synthesize it.